Dataset: Reaction yield outcomes from USPTO patents with 853,638 reactions. Task: Predict the reaction yield, written as a fraction of the theoretical maximum amount of product (1.0 means a 100% yield; for example, 0.34 means a 34% yield). The reactants are [CH:1]([C:4]1[C:8]([CH2:9][C:10]#N)=[CH:7][N:6]([C:12]2[CH:17]=[CH:16][C:15]([C:18]([F:21])([F:20])[F:19])=[CH:14][N:13]=2)[N:5]=1)([CH3:3])[CH3:2].[OH-:22].[Na+].[CH2:24]([OH:26])[CH3:25]. The catalyst is O1CCCC1. The product is [CH:1]([C:4]1[C:8]([CH2:9][C:10]([O:26][CH2:24][CH3:25])=[O:22])=[CH:7][N:6]([C:12]2[CH:17]=[CH:16][C:15]([C:18]([F:21])([F:20])[F:19])=[CH:14][N:13]=2)[N:5]=1)([CH3:3])[CH3:2]. The yield is 0.730.